Predict the reactants needed to synthesize the given product. From a dataset of Full USPTO retrosynthesis dataset with 1.9M reactions from patents (1976-2016). (1) Given the product [C:22]([NH:21][NH:20][CH:17]([CH2:18][CH3:19])[C:7]([CH:1]1[CH2:6][CH2:5][CH2:4][CH2:3][CH2:2]1)([CH3:16])[C:8]([O:9][CH3:10])=[O:11])(=[O:29])[C:23]1[CH:28]=[CH:27][CH:26]=[CH:25][CH:24]=1, predict the reactants needed to synthesize it. The reactants are: [CH:1]1([C:7]([CH3:16])=[C:8]([O:11][Si](C)(C)C)[O:9][CH3:10])[CH2:6][CH2:5][CH2:4][CH2:3][CH2:2]1.[CH:17](=[N:20][NH:21][C:22](=[O:29])[C:23]1[CH:28]=[CH:27][CH:26]=[CH:25][CH:24]=1)[CH2:18][CH3:19]. (2) Given the product [CH2:17]([C:14]1[CH:13]=[CH:12][C:11]([C:5]2[CH:6]=[C:7]([OH:9])[CH:8]=[C:3]([OH:2])[CH:4]=2)=[CH:16][CH:15]=1)[CH2:18][CH2:19][CH2:20][CH3:21], predict the reactants needed to synthesize it. The reactants are: C[O:2][C:3]1[CH:4]=[C:5]([C:11]2[CH:16]=[CH:15][C:14]([CH2:17][CH2:18][CH2:19][CH2:20][CH3:21])=[CH:13][CH:12]=2)[CH:6]=[C:7]([O:9]C)[CH:8]=1.B(Br)(Br)Br. (3) Given the product [Cl:39][C:29]1[CH:30]=[C:31]([O:34][C:35]([F:36])([F:38])[F:37])[CH:32]=[CH:33][C:28]=1[O:27][CH2:26][CH2:25][CH2:24][O:14][C:11]1[CH:12]=[CH:13][C:7]2[O:6][C:5]([CH3:15])([C:3]([OH:2])=[O:4])[CH2:9][C:8]=2[CH:10]=1, predict the reactants needed to synthesize it. The reactants are: C[O:2][C:3]([C:5]1([CH3:15])[CH2:9][C:8]2[CH:10]=[C:11]([OH:14])[CH:12]=[CH:13][C:7]=2[O:6]1)=[O:4].C1(O)C=CC=CC=1.I[CH2:24][CH2:25][CH2:26][O:27][C:28]1[CH:33]=[CH:32][C:31]([O:34][C:35]([F:38])([F:37])[F:36])=[CH:30][C:29]=1[Cl:39]. (4) Given the product [O:53]=[S:7]1(=[O:32])[C:8]2[CH:23]=[C:22]([O:24][CH3:25])[C:21]([Br:26])=[CH:20][C:9]=2[N:10]([C:13]2[CH:14]=[CH:15][C:16]([Cl:19])=[CH:17][CH:18]=2)[C:11](=[O:12])[C:5]([CH2:27][CH2:28][CH2:29][CH3:30])([CH2:1][CH2:2][CH2:3][CH3:4])[CH2:6]1, predict the reactants needed to synthesize it. The reactants are: [CH2:1]([C:5]1([CH2:27][CH2:28][CH2:29][CH3:30])[C:11](=[O:12])[N:10]([C:13]2[CH:18]=[CH:17][C:16]([Cl:19])=[CH:15][CH:14]=2)[C:9]2[CH:20]=[C:21]([Br:26])[C:22]([O:24][CH3:25])=[CH:23][C:8]=2[S:7][CH2:6]1)[CH2:2][CH2:3][CH3:4].C(=O)([O-])[O-:32].[K+].[K+].ClC1C=CC=CC=1C(OO)=O.C([O-])(O)=O.[Na+].[OH2:53]. (5) Given the product [CH3:21][O:22][C:23]1[CH:24]=[C:25]([NH:26][C:2]2[CH:11]=[CH:10][N:9]=[C:8]3[C:3]=2[C:4]2[CH:16]=[C:15]([O:17][CH3:18])[C:14]([O:19][CH3:20])=[CH:13][C:5]=2[C:6](=[O:12])[NH:7]3)[CH:27]=[CH:28][CH:29]=1, predict the reactants needed to synthesize it. The reactants are: Cl[C:2]1[CH:11]=[CH:10][N:9]=[C:8]2[C:3]=1[C:4]1[CH:16]=[C:15]([O:17][CH3:18])[C:14]([O:19][CH3:20])=[CH:13][C:5]=1[C:6](=[O:12])[NH:7]2.[CH3:21][O:22][C:23]1[CH:24]=[C:25]([CH:27]=[CH:28][CH:29]=1)[NH2:26]. (6) Given the product [CH2:4]([O:11][C:12]1[CH:13]=[C:14]2[C:19](=[CH:20][CH:21]=1)[N:18]=[CH:17][C:16]([N+:22]([O-:24])=[O:23])=[C:15]2[NH:25][CH2:26][CH2:27][CH2:28][CH2:29][CH2:30][S:2][CH3:1])[C:5]1[CH:10]=[CH:9][CH:8]=[CH:7][CH:6]=1, predict the reactants needed to synthesize it. The reactants are: [CH3:1][S-:2].[Na+].[CH2:4]([O:11][C:12]1[CH:13]=[C:14]2[C:19](=[CH:20][CH:21]=1)[N:18]=[CH:17][C:16]([N+:22]([O-:24])=[O:23])=[C:15]2[NH:25][CH2:26][CH2:27][CH2:28][CH2:29][CH2:30]Cl)[C:5]1[CH:10]=[CH:9][CH:8]=[CH:7][CH:6]=1.